This data is from Full USPTO retrosynthesis dataset with 1.9M reactions from patents (1976-2016). The task is: Predict the reactants needed to synthesize the given product. (1) Given the product [CH2:1]([O:5][C:6]([N:8]1[CH2:13][CH2:12][N:11]([C:14]2[CH:19]=[N:18][CH:17]=[C:16]([C:29]3[CH:34]=[CH:33][CH:32]=[CH:31][C:30]=3[OH:35])[N:15]=2)[CH2:10][CH2:9]1)=[O:7])[CH:2]([CH3:4])[CH3:3], predict the reactants needed to synthesize it. The reactants are: [CH2:1]([O:5][C:6]([N:8]1[CH2:13][CH2:12][N:11]([C:14]2[CH:19]=[N:18][CH:17]=[C:16](Cl)[N:15]=2)[CH2:10][CH2:9]1)=[O:7])[CH:2]([CH3:4])[CH3:3].CC1(C)C(C)(C)OB([C:29]2[CH:34]=[CH:33][CH:32]=[CH:31][C:30]=2[OH:35])O1.C([O-])([O-])=O.[K+].[K+]. (2) Given the product [CH3:13][N:14]([CH3:19])[CH2:15][CH2:16][N:17]([CH3:18])[C:8](=[O:10])[C:7]1[CH:6]=[CH:5][C:4]([N+:1]([O-:3])=[O:2])=[CH:12][CH:11]=1, predict the reactants needed to synthesize it. The reactants are: [N+:1]([C:4]1[CH:12]=[CH:11][C:7]([C:8]([OH:10])=O)=[CH:6][CH:5]=1)([O-:3])=[O:2].[CH3:13][N:14]([CH3:19])[CH2:15][CH2:16][NH:17][CH3:18].C1C=CC2N(O)N=NC=2C=1.CCN=C=NCCCN(C)C.Cl.CCN(C(C)C)C(C)C. (3) The reactants are: [CH2:1]([N:8]1[CH2:13][CH:12]([CH3:14])[O:11][CH2:10][CH:9]1[CH2:15][CH:16]=[O:17])[C:2]1[CH:7]=[CH:6][CH:5]=[CH:4][CH:3]=1.[CH3:18][Mg]Br.[Cl-].[NH4+]. Given the product [CH2:1]([N:8]1[CH2:13][CH:12]([CH3:14])[O:11][CH2:10][CH:9]1[CH2:15][CH:16]([OH:17])[CH3:18])[C:2]1[CH:3]=[CH:4][CH:5]=[CH:6][CH:7]=1, predict the reactants needed to synthesize it. (4) The reactants are: [CH3:1][N:2]([CH2:4][CH:5]([C:13]1([OH:19])[CH2:18][CH2:17][CH2:16][CH2:15][CH2:14]1)[C:6]1[CH:7]=[CH:8][C:9]([OH:12])=[CH:10][CH:11]=1)[CH3:3].[C:20]([OH:27])(=[O:26])/[CH:21]=[CH:22]/[C:23]([OH:25])=[O:24]. Given the product [CH3:1][N:2]([CH2:4][CH:5]([C:13]1([OH:19])[CH2:18][CH2:17][CH2:16][CH2:15][CH2:14]1)[C:6]1[CH:11]=[CH:10][C:9]([OH:12])=[CH:8][CH:7]=1)[CH3:3].[CH:21](/[C:20]([OH:27])=[O:26])=[CH:22]\[C:23]([OH:25])=[O:24], predict the reactants needed to synthesize it. (5) Given the product [C:7]([NH:11][C:12]([N:19]1[C:15]([CH3:14])=[CH:16][C:17]([O:20][C:21]2[CH:26]=[CH:25][C:24]([C:27]([F:30])([F:29])[F:28])=[CH:23][C:22]=2[N+:31]([O-:33])=[O:32])=[N:18]1)=[O:13])([CH3:10])([CH3:9])[CH3:8], predict the reactants needed to synthesize it. The reactants are: C(=O)([O-])[O-].[K+].[K+].[C:7]([N:11]=[C:12]=[O:13])([CH3:10])([CH3:9])[CH3:8].[CH3:14][C:15]1[NH:19][N:18]=[C:17]([O:20][C:21]2[CH:26]=[CH:25][C:24]([C:27]([F:30])([F:29])[F:28])=[CH:23][C:22]=2[N+:31]([O-:33])=[O:32])[CH:16]=1.Cl. (6) Given the product [Br:1][C:2]1[CH:3]=[C:4]2[N:10]=[CH:9][N:8]([C:11]3[CH:12]=[C:13]([NH:25][S:33]([CH3:32])(=[O:35])=[O:34])[CH:14]=[C:15]([C:17]4[CH:22]=[CH:21][C:20]([F:23])=[CH:19][C:18]=4[F:24])[CH:16]=3)[C:5]2=[N:6][CH:7]=1, predict the reactants needed to synthesize it. The reactants are: [Br:1][C:2]1[CH:3]=[C:4]2[N:10]=[CH:9][N:8]([C:11]3[CH:12]=[C:13]([NH2:25])[CH:14]=[C:15]([C:17]4[CH:22]=[CH:21][C:20]([F:23])=[CH:19][C:18]=4[F:24])[CH:16]=3)[C:5]2=[N:6][CH:7]=1.N1C=CC=CC=1.[CH3:32][S:33](Cl)(=[O:35])=[O:34].